From a dataset of Catalyst prediction with 721,799 reactions and 888 catalyst types from USPTO. Predict which catalyst facilitates the given reaction. (1) Reactant: COC1C=CC(C([O:20][CH2:21][C@H:22]2[S:26][C@@H:25]([N:27]3[CH:34]=[CH:33][C:31](=[O:32])[NH:30][C:28]3=[O:29])[C@:24]([C:36](=[O:38])[CH3:37])([OH:35])[C@@H:23]2[O:39][C:40](=[O:42])[CH3:41])(C2C=CC=CC=2)C2C=CC=CC=2)=CC=1.C(=O)([O-])O.[Na+]. Product: [C:36]([C@@:24]1([OH:35])[C@H:23]([O:39][C:40](=[O:42])[CH3:41])[C@@H:22]([CH2:21][OH:20])[S:26][C@H:25]1[N:27]1[CH:34]=[CH:33][C:31](=[O:32])[NH:30][C:28]1=[O:29])(=[O:38])[CH3:37]. The catalyst class is: 15. (2) Reactant: F[P-](F)(F)(F)(F)F.C[N+](C)=C(N(C)C)ON1C2N=CC=CC=2N=N1.C(N(CC)C(C)C)(C)C.[NH2:34][C:35]1[N:44]=[C:43]([N:45]2[CH2:50][CH2:49][N:48]([CH3:51])[CH2:47][CH2:46]2)[C:42]2[C:37](=[CH:38][C:39]([C:52]([OH:54])=O)=[CH:40][CH:41]=2)[N:36]=1.[NH2:55][CH:56]([CH2:62][C:63]1[CH:64]=[N:65][C:66]([C:69]2[CH:74]=[CH:73][CH:72]=[C:71]([F:75])[C:70]=2[F:76])=[CH:67][CH:68]=1)[C:57]([N:59]([CH3:61])[CH3:60])=[O:58]. Product: [NH2:34][C:35]1[N:44]=[C:43]([N:45]2[CH2:46][CH2:47][N:48]([CH3:51])[CH2:49][CH2:50]2)[C:42]2[C:37](=[CH:38][C:39]([C:52]([NH:55][CH:56]([CH2:62][C:63]3[CH:64]=[N:65][C:66]([C:69]4[CH:74]=[CH:73][CH:72]=[C:71]([F:75])[C:70]=4[F:76])=[CH:67][CH:68]=3)[C:57]([N:59]([CH3:61])[CH3:60])=[O:58])=[O:54])=[CH:40][CH:41]=2)[N:36]=1. The catalyst class is: 9. (3) Reactant: [CH:1]([C:3]1[CH:4]=[CH:5][C:6]([O:15][CH2:16][CH2:17][CH3:18])=[C:7]([CH:14]=1)[C:8]([O:10]CCC)=[O:9])=[O:2].[OH-].[Na+].Cl. Product: [CH:1]([C:3]1[CH:4]=[CH:5][C:6]([O:15][CH2:16][CH2:17][CH3:18])=[C:7]([CH:14]=1)[C:8]([OH:10])=[O:9])=[O:2]. The catalyst class is: 193. (4) Reactant: [Br:1][C:2]1[CH:7]=[C:6]([NH:8][CH2:9][C:10]2[CH:15]=[CH:14][CH:13]=[C:12]([F:16])[CH:11]=2)[C:5]([NH2:17])=[CH:4][CH:3]=1.[CH:18](O)=O. Product: [Br:1][C:2]1[CH:3]=[CH:4][C:5]2[N:17]=[CH:18][N:8]([CH2:9][C:10]3[CH:15]=[CH:14][CH:13]=[C:12]([F:16])[CH:11]=3)[C:6]=2[CH:7]=1. The catalyst class is: 13. (5) Reactant: [CH2:1]([C:3]1([CH2:28][CH3:29])[CH2:8][CH2:7][CH:6]([C:9]2[CH:14]=[C:13]([N:15]3[CH2:19][CH2:18][C@@H:17]([O:20][CH3:21])[CH2:16]3)[CH:12]=[CH:11][C:10]=2[N:22]2[CH2:27][CH2:26][NH:25][CH2:24][CH2:23]2)[CH2:5][CH2:4]1)[CH3:2].[CH:30](=O)[CH2:31][CH2:32][CH3:33].C(O[BH-](OC(=O)C)OC(=O)C)(=O)C.[Na+].C(O)(=O)C.C(=O)([O-])O.[Na+]. Product: [CH2:30]([N:25]1[CH2:24][CH2:23][N:22]([C:10]2[CH:11]=[CH:12][C:13]([N:15]3[CH2:19][CH2:18][C@@H:17]([O:20][CH3:21])[CH2:16]3)=[CH:14][C:9]=2[CH:6]2[CH2:7][CH2:8][C:3]([CH2:1][CH3:2])([CH2:28][CH3:29])[CH2:4][CH2:5]2)[CH2:27][CH2:26]1)[CH2:31][CH2:32][CH3:33]. The catalyst class is: 362. (6) Reactant: [P:1](=[O:5])([OH:4])([OH:3])[OH:2].[OH-].[Mg+2:7].[OH-].OC(CCCCCCCCC)=O.OCC(CO)O.OCC(CO)O. Product: [P:1]([O-:5])([O-:4])([O-:3])=[O:2].[Mg+2:7].[P:1]([O-:5])([O-:4])([O-:3])=[O:2].[Mg+2:7].[Mg+2:7]. The catalyst class is: 6.